This data is from Catalyst prediction with 721,799 reactions and 888 catalyst types from USPTO. The task is: Predict which catalyst facilitates the given reaction. (1) Reactant: [NH2:1][C:2]1[CH:3]=[C:4]([CH:9]=[CH:10][C:11]=1[Cl:12])[C:5]([O:7][CH3:8])=[O:6].Cl.[N:14]1([C:20]2([C:23](O)=[O:24])[CH2:22][CH2:21]2)[CH2:19][CH2:18][O:17][CH2:16][CH2:15]1.F[P-](F)(F)(F)(F)F.N1(O[P+](N2CCCC2)(N2CCCC2)N2CCCC2)C2C=CC=CC=2N=N1.C(N(C(C)C)CC)(C)C. Product: [Cl:12][C:11]1[CH:10]=[CH:9][C:4]([C:5]([O:7][CH3:8])=[O:6])=[CH:3][C:2]=1[NH:1][C:23]([C:20]1([N:14]2[CH2:19][CH2:18][O:17][CH2:16][CH2:15]2)[CH2:22][CH2:21]1)=[O:24]. The catalyst class is: 3. (2) Reactant: [CH3:1][O:2][C:3]([C:5]1[N:6]=[CH:7][C:8]2[C:13]([C:14]=1[OH:15])=[CH:12][CH:11]=[C:10]([CH2:16][C:17]1[CH:22]=[CH:21][CH:20]=[CH:19][CH:18]=1)[CH:9]=2)=[O:4].[Br:23]N1C(=O)CCC1=O. Product: [CH3:1][O:2][C:3]([C:5]1[N:6]=[C:7]([Br:23])[C:8]2[C:13]([C:14]=1[OH:15])=[CH:12][CH:11]=[C:10]([CH2:16][C:17]1[CH:22]=[CH:21][CH:20]=[CH:19][CH:18]=1)[CH:9]=2)=[O:4]. The catalyst class is: 23. (3) Reactant: Br[Mg][CH2:3][CH2:4][CH2:5][CH:6]=[CH2:7].[CH:8]12[O:13][CH:12]1[CH2:11][O:10][CH2:9]2. Product: [CH2:3]([C@@H:12]1[CH2:11][O:10][CH2:9][C@H:8]1[OH:13])[CH2:4][CH2:5][CH:6]=[CH2:7]. The catalyst class is: 356. (4) Reactant: Br[C:2]1[C:10]2[C:5](=[N:6][CH:7]=[C:8]([CH2:11][CH2:12][C:13]3[CH:18]=[C:17]([O:19][CH3:20])[CH:16]=[C:15]([O:21][CH3:22])[CH:14]=3)[N:9]=2)[NH:4][C:3]=1[C:23]1[CH:28]=[CH:27][C:26]([N:29]2[CH2:34][CH2:33][N:32]([CH3:35])[CH2:31][CH2:30]2)=[CH:25][CH:24]=1.[CH3:36][Zn]C. Product: [CH3:22][O:21][C:15]1[CH:14]=[C:13]([CH2:12][CH2:11][C:8]2[N:9]=[C:10]3[C:2]([CH3:36])=[C:3]([C:23]4[CH:28]=[CH:27][C:26]([N:29]5[CH2:34][CH2:33][N:32]([CH3:35])[CH2:31][CH2:30]5)=[CH:25][CH:24]=4)[NH:4][C:5]3=[N:6][CH:7]=2)[CH:18]=[C:17]([O:19][CH3:20])[CH:16]=1. The catalyst class is: 75.